This data is from NCI-60 drug combinations with 297,098 pairs across 59 cell lines. The task is: Regression. Given two drug SMILES strings and cell line genomic features, predict the synergy score measuring deviation from expected non-interaction effect. Drug 1: C1=CC=C(C(=C1)C(C2=CC=C(C=C2)Cl)C(Cl)Cl)Cl. Drug 2: CC1=C(C=C(C=C1)C(=O)NC2=CC(=CC(=C2)C(F)(F)F)N3C=C(N=C3)C)NC4=NC=CC(=N4)C5=CN=CC=C5. Cell line: ACHN. Synergy scores: CSS=-3.97, Synergy_ZIP=2.06, Synergy_Bliss=1.23, Synergy_Loewe=-4.14, Synergy_HSA=-4.80.